This data is from NCI-60 drug combinations with 297,098 pairs across 59 cell lines. The task is: Regression. Given two drug SMILES strings and cell line genomic features, predict the synergy score measuring deviation from expected non-interaction effect. (1) Drug 2: CC1=C(C(=O)C2=C(C1=O)N3CC4C(C3(C2COC(=O)N)OC)N4)N. Synergy scores: CSS=32.4, Synergy_ZIP=0.893, Synergy_Bliss=2.37, Synergy_Loewe=-57.1, Synergy_HSA=0.494. Drug 1: CN(C)C1=NC(=NC(=N1)N(C)C)N(C)C. Cell line: CCRF-CEM. (2) Drug 2: CC1=C(N=C(N=C1N)C(CC(=O)N)NCC(C(=O)N)N)C(=O)NC(C(C2=CN=CN2)OC3C(C(C(C(O3)CO)O)O)OC4C(C(C(C(O4)CO)O)OC(=O)N)O)C(=O)NC(C)C(C(C)C(=O)NC(C(C)O)C(=O)NCCC5=NC(=CS5)C6=NC(=CS6)C(=O)NCCC[S+](C)C)O. Drug 1: CCC1=CC2CC(C3=C(CN(C2)C1)C4=CC=CC=C4N3)(C5=C(C=C6C(=C5)C78CCN9C7C(C=CC9)(C(C(C8N6C)(C(=O)OC)O)OC(=O)C)CC)OC)C(=O)OC.C(C(C(=O)O)O)(C(=O)O)O. Synergy scores: CSS=57.1, Synergy_ZIP=0.530, Synergy_Bliss=-0.380, Synergy_Loewe=4.10, Synergy_HSA=5.72. Cell line: SF-268. (3) Drug 1: CN(CC1=CN=C2C(=N1)C(=NC(=N2)N)N)C3=CC=C(C=C3)C(=O)NC(CCC(=O)O)C(=O)O. Drug 2: C1=CN(C(=O)N=C1N)C2C(C(C(O2)CO)O)O.Cl. Cell line: SF-268. Synergy scores: CSS=8.05, Synergy_ZIP=-5.25, Synergy_Bliss=-4.86, Synergy_Loewe=-24.0, Synergy_HSA=-9.34. (4) Drug 1: C(=O)(N)NO. Drug 2: C(CC(=O)O)C(=O)CN.Cl. Cell line: T-47D. Synergy scores: CSS=5.72, Synergy_ZIP=2.92, Synergy_Bliss=4.98, Synergy_Loewe=0.611, Synergy_HSA=0.670. (5) Drug 1: CC1=CC2C(CCC3(C2CCC3(C(=O)C)OC(=O)C)C)C4(C1=CC(=O)CC4)C. Drug 2: CC1=C2C(C(=O)C3(C(CC4C(C3C(C(C2(C)C)(CC1OC(=O)C(C(C5=CC=CC=C5)NC(=O)OC(C)(C)C)O)O)OC(=O)C6=CC=CC=C6)(CO4)OC(=O)C)O)C)O. Cell line: ACHN. Synergy scores: CSS=38.0, Synergy_ZIP=13.0, Synergy_Bliss=12.9, Synergy_Loewe=-20.2, Synergy_HSA=12.7.